From a dataset of Drug-target binding data from BindingDB using IC50 measurements. Regression. Given a target protein amino acid sequence and a drug SMILES string, predict the binding affinity score between them. We predict pIC50 (pIC50 = -log10(IC50 in M); higher means more potent). Dataset: bindingdb_ic50. The small molecule is CC(=O)c1cccc(OCc2nn(C)c(C)c2-c2cccc3c(CCCOc4cccc5ccccc45)c(C(=O)O)[nH]c23)c1. The target protein sequence is EDELYRQSLEIISRYLREQATGAKDTKPMGRSGATSRKALETLRRVGDGVQRNHETAFQGMLRKLDIKNEDDVKSLSRVMIHVFSDGVTNWGRIVTLISFGAFVAKHLKTINQESCIEPLAESITDVLVRTKRDWLVKQRGWDGFVEFFHVEDLEGG. The pIC50 is 6.6.